This data is from CYP2C19 inhibition data for predicting drug metabolism from PubChem BioAssay. The task is: Regression/Classification. Given a drug SMILES string, predict its absorption, distribution, metabolism, or excretion properties. Task type varies by dataset: regression for continuous measurements (e.g., permeability, clearance, half-life) or binary classification for categorical outcomes (e.g., BBB penetration, CYP inhibition). Dataset: cyp2c19_veith. (1) The molecule is COc1ccccc1C1CC(c2c(-c3ccccc3)c3cc(Cl)ccc3[nH]c2=O)=NN1S(C)(=O)=O. The result is 1 (inhibitor). (2) The drug is CCOC(=O)c1cc2c(=O)n3ccccc3nc2n(CCCOC)c1=NC(C)=O. The result is 0 (non-inhibitor). (3) The drug is COC(=O)CN(c1ccc(OC)cc1)S(=O)(=O)c1c(C)noc1C. The result is 1 (inhibitor).